Dataset: Peptide-MHC class II binding affinity with 134,281 pairs from IEDB. Task: Regression. Given a peptide amino acid sequence and an MHC pseudo amino acid sequence, predict their binding affinity value. This is MHC class II binding data. The peptide sequence is QSCRRPNAQRFGISNYCQI. The MHC is HLA-DPA10201-DPB10101 with pseudo-sequence HLA-DPA10201-DPB10101. The binding affinity (normalized) is 0.430.